From a dataset of NCI-60 drug combinations with 297,098 pairs across 59 cell lines. Regression. Given two drug SMILES strings and cell line genomic features, predict the synergy score measuring deviation from expected non-interaction effect. Drug 1: CC1=C(C=C(C=C1)NC(=O)C2=CC=C(C=C2)CN3CCN(CC3)C)NC4=NC=CC(=N4)C5=CN=CC=C5. Drug 2: CCCCCOC(=O)NC1=NC(=O)N(C=C1F)C2C(C(C(O2)C)O)O. Cell line: SF-539. Synergy scores: CSS=5.21, Synergy_ZIP=-5.63, Synergy_Bliss=-5.64, Synergy_Loewe=-5.88, Synergy_HSA=-4.43.